Dataset: Peptide-MHC class I binding affinity with 185,985 pairs from IEDB/IMGT. Task: Regression. Given a peptide amino acid sequence and an MHC pseudo amino acid sequence, predict their binding affinity value. This is MHC class I binding data. The peptide sequence is FAEGVVAFL. The MHC is HLA-A80:01 with pseudo-sequence HLA-A80:01. The binding affinity (normalized) is 0.0847.